The task is: Predict the reactants needed to synthesize the given product.. This data is from Retrosynthesis with 50K atom-mapped reactions and 10 reaction types from USPTO. Given the product C=CCC1(S(=O)(=O)Nc2c(Nc3ccc(Br)cc3F)c(C)c(=O)n3c2N(C(=O)OC(C)(C)C)CC3)CC1, predict the reactants needed to synthesize it. The reactants are: C=CCC1(S(=O)(=O)Cl)CC1.Cc1c(Nc2ccc(Br)cc2F)c(N)c2n(c1=O)CCN2C(=O)OC(C)(C)C.